From a dataset of Reaction yield outcomes from USPTO patents with 853,638 reactions. Predict the reaction yield, written as a fraction of the theoretical maximum amount of product (1.0 means a 100% yield; for example, 0.34 means a 34% yield). The reactants are [OH:1][N:2]1[CH2:7][CH2:6][CH2:5][CH2:4][CH2:3]1.[CH2:8]([Mg]Cl)[C:9]1[CH:14]=[CH:13][CH:12]=[CH:11][CH:10]=1.[Cl-].[NH4+]. The catalyst is ClCCl.O=[Mn]=O. The product is [CH2:8]([CH:3]1[CH2:4][CH2:5][CH2:6][CH2:7][N:2]1[OH:1])[C:9]1[CH:14]=[CH:13][CH:12]=[CH:11][CH:10]=1. The yield is 0.330.